This data is from Full USPTO retrosynthesis dataset with 1.9M reactions from patents (1976-2016). The task is: Predict the reactants needed to synthesize the given product. (1) Given the product [Cl:1][C:2]1[CH:10]=[CH:9][C:5]([C:6]([N:40]([CH:39]2[CH:35]([C:30]3[CH:31]=[CH:32][C:33]([Cl:34])=[C:28]([Cl:27])[CH:29]=3)[CH2:36][N:37]([C:42]([CH:44]3[CH2:45][CH2:46][N:47]([C:50]([C:52]4([CH3:55])[CH2:54][CH2:53]4)=[O:51])[CH2:48][CH2:49]3)=[O:43])[CH2:38]2)[CH3:41])=[O:8])=[CH:4][C:3]=1[C:11]([F:14])([F:13])[F:12], predict the reactants needed to synthesize it. The reactants are: [Cl:1][C:2]1[CH:10]=[CH:9][C:5]([C:6]([OH:8])=O)=[CH:4][C:3]=1[C:11]([F:14])([F:13])[F:12].Cl.CN(C)CCCN=C=NCC.[Cl:27][C:28]1[CH:29]=[C:30]([CH:35]2[CH:39]([NH:40][CH3:41])[CH2:38][N:37]([C:42]([CH:44]3[CH2:49][CH2:48][N:47]([C:50]([C:52]4([CH3:55])[CH2:54][CH2:53]4)=[O:51])[CH2:46][CH2:45]3)=[O:43])[CH2:36]2)[CH:31]=[CH:32][C:33]=1[Cl:34]. (2) Given the product [CH3:3][C@@:4]12[C:12](=[O:13])[CH2:11][CH2:10][C@H:9]1[C@@H:8]1[CH2:14][C:15]([C:16]3[CH:17]=[C:18]([OH:19])[CH:20]=[CH:21][C:22]=3[C@H:7]1[CH2:6][CH2:5]2)=[O:25].[CH3:30][O:31][CH3:3], predict the reactants needed to synthesize it. The reactants are: II.[CH3:3][C@@:4]12[C:12](=[O:13])[CH2:11][CH2:10][C@H:9]1[C@@H:8]1[CH2:14][CH2:15][C:16]3[C@@H:22]([C@H:7]1[CH2:6][CH2:5]2)[CH2:21][CH2:20][C:18](=[O:19])[CH:17]=3.S([O-])([O-])(=[O:25])=S.[Na+].[Na+].[CH3:30][OH:31]. (3) Given the product [CH:17]1([N:1]2[CH2:6][CH2:5][CH:4]([O:7][C:8]3[CH:9]=[CH:10][C:11]([N+:14]([O-:16])=[O:15])=[CH:12][CH:13]=3)[CH2:3][CH2:2]2)[CH2:20][CH2:19][CH2:18]1, predict the reactants needed to synthesize it. The reactants are: [NH:1]1[CH2:6][CH2:5][CH:4]([O:7][C:8]2[CH:13]=[CH:12][C:11]([N+:14]([O-:16])=[O:15])=[CH:10][CH:9]=2)[CH2:3][CH2:2]1.[C:17]1(=O)[CH2:20][CH2:19][CH2:18]1. (4) Given the product [CH2:1]([C:4]1[CH2:10][C@@H:11]2[C@H:6]([CH:5]=1)[C:7](=[CH:34][C:35]([O:37][C:38]([CH3:41])([CH3:40])[CH3:39])=[O:36])[CH2:12]2)[CH:2]=[CH2:3], predict the reactants needed to synthesize it. The reactants are: [CH2:1]([CH:4]([CH2:10][CH:11]=[CH2:12])[CH:5]=[CH:6][C:7](O)=O)[CH:2]=[CH2:3].C(Cl)(=O)C(Cl)=O.C(N(CC)CC)C.[H-].[Na+].COP([CH2:34][C:35]([O:37][C:38]([CH3:41])([CH3:40])[CH3:39])=[O:36])(OC)=O. (5) Given the product [CH3:10][O:11][C:12]1[CH:18]=[CH:17][C:15]([NH:16][C:1]([C:2]2[CH:7]=[CH:6][N:5]=[CH:4][CH:3]=2)=[O:8])=[C:14]([N+:19]([O-:21])=[O:20])[CH:13]=1, predict the reactants needed to synthesize it. The reactants are: [C:1](Cl)(=[O:8])[C:2]1[CH:7]=[CH:6][N:5]=[CH:4][CH:3]=1.[CH3:10][O:11][C:12]1[CH:18]=[CH:17][C:15]([NH2:16])=[C:14]([N+:19]([O-:21])=[O:20])[CH:13]=1. (6) Given the product [O:6]=[C:4]([C:32]1[NH:37][CH:36]=[CH:35][CH:34]=1)[CH2:3][CH2:2][NH:1][C:7](=[O:8])[O:9][CH2:10][CH:11]1[C:23]2[CH:22]=[CH:21][CH:20]=[CH:19][C:18]=2[C:17]2[C:12]1=[CH:13][CH:14]=[CH:15][CH:16]=2, predict the reactants needed to synthesize it. The reactants are: [NH:1]([C:7]([O:9][CH2:10][CH:11]1[C:23]2[C:18](=[CH:19][CH:20]=[CH:21][CH:22]=2)[C:17]2[C:12]1=[CH:13][CH:14]=[CH:15][CH:16]=2)=[O:8])[CH2:2][CH2:3][C:4]([OH:6])=O.[CH:34]1C=[C:32](SS[C:32]2[N:37]=[CH:36][CH:35]=[CH:34]C=2)[N:37]=[CH:36][CH:35]=1.C1C=CC(P(C2C=CC=CC=2)C2C=CC=CC=2)=CC=1.C[Mg]Br.N1C=CC=C1. (7) Given the product [Br:1][C:2]1[CH:7]=[CH:6][C:5]([C@@H:8]([N:10]2[CH2:14][C:13]([CH2:21][C:22]([OH:23])([CH3:24])[CH3:25])([C:15]3[CH:20]=[CH:19][CH:18]=[CH:17][CH:16]=3)[O:12][C:11]2=[O:26])[CH3:9])=[CH:4][CH:3]=1, predict the reactants needed to synthesize it. The reactants are: [Br:1][C:2]1[CH:7]=[CH:6][C:5]([C@@H:8]([N:10]2[CH2:14][C:13]([CH2:21][C:22]3([CH3:25])[CH2:24][O:23]3)([C:15]3[CH:20]=[CH:19][CH:18]=[CH:17][CH:16]=3)[O:12][C:11]2=[O:26])[CH3:9])=[CH:4][CH:3]=1.[Li+].[B-](CC)(CC)CC.OO.